This data is from Full USPTO retrosynthesis dataset with 1.9M reactions from patents (1976-2016). The task is: Predict the reactants needed to synthesize the given product. (1) Given the product [CH:1]([O:4][C:5]1[CH:13]=[CH:12][C:11]([S:14]([CH3:17])(=[O:16])=[O:15])=[CH:10][C:6]=1[C:7]([N:33]1[CH2:34][CH2:35][N:30]([C:28]2[S:29][C:25]([S:22]([CH:20]([CH3:21])[CH3:19])(=[O:24])=[O:23])=[CH:26][N:27]=2)[CH2:31][CH2:32]1)=[O:9])([CH3:2])[CH3:3], predict the reactants needed to synthesize it. The reactants are: [CH:1]([O:4][C:5]1[CH:13]=[CH:12][C:11]([S:14]([CH3:17])(=[O:16])=[O:15])=[CH:10][C:6]=1[C:7]([OH:9])=O)([CH3:3])[CH3:2].Cl.[CH3:19][CH:20]([S:22]([C:25]1[S:29][C:28]([N:30]2[CH2:35][CH2:34][NH:33][CH2:32][CH2:31]2)=[N:27][CH:26]=1)(=[O:24])=[O:23])[CH3:21]. (2) Given the product [Cl:1][C:2]1[CH:3]=[C:4]([CH:13]([NH:22][S@@:20]([C:17]([CH3:19])([CH3:18])[CH3:16])=[O:21])[CH3:14])[CH:5]=[CH:6][C:7]=1[O:8][CH2:9][CH:10]([F:12])[F:11], predict the reactants needed to synthesize it. The reactants are: [Cl:1][C:2]1[CH:3]=[C:4]([C:13](=O)[CH3:14])[CH:5]=[CH:6][C:7]=1[O:8][CH2:9][CH:10]([F:12])[F:11].[CH3:16][C:17]([S@:20]([NH2:22])=[O:21])([CH3:19])[CH3:18]. (3) Given the product [CH3:17][O:7][C:6](=[O:8])[C:5]1[CH:9]=[CH:10][C:2]([Br:1])=[C:3]([OH:11])[CH:4]=1, predict the reactants needed to synthesize it. The reactants are: [Br:1][C:2]1[CH:10]=[CH:9][C:5]([C:6]([OH:8])=[O:7])=[CH:4][C:3]=1[OH:11].S(=O)(=O)(O)O.[CH3:17]O. (4) Given the product [CH2:1]([CH:8]1[CH2:9][N:10]([C:14]2[CH:19]=[CH:18][C:17]([O:20][CH3:21])=[C:16]([O:22][CH:23]3[CH2:27][CH2:26][CH2:25][CH2:24]3)[CH:15]=2)[CH2:11][CH2:12][N:13]1[C:44](=[O:45])[CH2:43][O:42][CH2:35][C:36]1[CH:41]=[CH:40][CH:39]=[CH:38][CH:37]=1)[C:2]1[CH:3]=[CH:4][CH:5]=[CH:6][CH:7]=1, predict the reactants needed to synthesize it. The reactants are: [CH2:1]([C@@H:8]1[NH:13][CH2:12][CH2:11][N:10]([C:14]2[CH:19]=[CH:18][C:17]([O:20][CH3:21])=[C:16]([O:22][CH:23]3[CH2:27][CH2:26][CH2:25][CH2:24]3)[CH:15]=2)[CH2:9]1)[C:2]1[CH:7]=[CH:6][CH:5]=[CH:4][CH:3]=1.C(N(CC)CC)C.[CH2:35]([O:42][CH2:43][C:44](Cl)=[O:45])[C:36]1[CH:41]=[CH:40][CH:39]=[CH:38][CH:37]=1. (5) Given the product [CH2:12]([O:14][C:15]([C:16]1[C:17]([CH3:18])=[N:11][N:10]([C:7]2[CH:6]=[CH:5][C:4]([N+:1]([O-:3])=[O:2])=[CH:9][N:8]=2)[C:20]=1[CH3:21])=[O:23])[CH3:13], predict the reactants needed to synthesize it. The reactants are: [N+:1]([C:4]1[CH:5]=[CH:6][C:7]([NH:10][NH2:11])=[N:8][CH:9]=1)([O-:3])=[O:2].[CH2:12]([O:14][C:15](=[O:23])[CH:16]([C:20](=O)[CH3:21])[C:17](=O)[CH3:18])[CH3:13].N1C=CC=CC=1. (6) Given the product [F:17][CH:2]([F:1])[O:3][C:4]1[N:9]=[C:8]([C:10]([NH2:13])([CH3:11])[CH3:12])[CH:7]=[CH:6][CH:5]=1, predict the reactants needed to synthesize it. The reactants are: [F:1][CH:2]([F:17])[O:3][C:4]1[N:9]=[C:8]([C:10]([NH:13]C(=O)[O-])([CH3:12])[CH3:11])[CH:7]=[CH:6][CH:5]=1.[Si](I)(C)(C)C.CO.O.